Dataset: Reaction yield outcomes from USPTO patents with 853,638 reactions. Task: Predict the reaction yield, written as a fraction of the theoretical maximum amount of product (1.0 means a 100% yield; for example, 0.34 means a 34% yield). (1) The reactants are C([O:8][C:9]1[CH:18]=[CH:17][C:12]([C:13]([O:15][CH3:16])=[O:14])=[C:11]([O:19][CH:20]2[CH2:25][CH2:24][N:23]([C:26]([O:28][C:29]([CH3:32])([CH3:31])[CH3:30])=[O:27])[CH2:22][CH2:21]2)[CH:10]=1)C1C=CC=CC=1. The catalyst is CCO.[Pd]. The product is [C:29]([O:28][C:26]([N:23]1[CH2:24][CH2:25][CH:20]([O:19][C:11]2[CH:10]=[C:9]([OH:8])[CH:18]=[CH:17][C:12]=2[C:13]([O:15][CH3:16])=[O:14])[CH2:21][CH2:22]1)=[O:27])([CH3:32])([CH3:30])[CH3:31]. The yield is 0.897. (2) The reactants are [Cl:1][C:2]1[CH:7]=[C:6]([Cl:8])[CH:5]=[CH:4][C:3]=1[C:9]1[C:17]2[O:16][CH:15]([CH2:18][NH:19]C(=O)OCC3C=CC=CC=3)[CH2:14][C:13]=2[CH:12]=[CH:11][CH:10]=1.I[Si](C)(C)C. No catalyst specified. The product is [Cl:1][C:2]1[CH:7]=[C:6]([Cl:8])[CH:5]=[CH:4][C:3]=1[C:9]1[C:17]2[O:16][CH:15]([CH2:18][NH2:19])[CH2:14][C:13]=2[CH:12]=[CH:11][CH:10]=1. The yield is 0.820. (3) The reactants are [F:1][C:2]1[CH:34]=[CH:33][C:5]([CH2:6][N:7]2[C:16](=[O:17])[C:15]([C:18]3[NH:23][C:22]4[CH:24]=[CH:25][C:26](I)=[CH:27][C:21]=4[S:20](=[O:30])(=[O:29])[N:19]=3)=[C:14]([OH:31])[C@H:13]3[C@@H:8]2[C@H:9]2[CH2:32][C@@H:12]3[CH2:11][CH2:10]2)=[CH:4][CH:3]=1.[CH:35]1([S:38]([NH2:41])(=[O:40])=[O:39])[CH2:37][CH2:36]1.N([CH2:44][C:45](O)=O)C.P([O-])([O-])([O-])=O.[K+].[K+].[K+].[CH3:56]N(C)C=O. The catalyst is [Cu]I. The product is [F:1][C:2]1[CH:34]=[CH:33][C:5]([CH2:6][N:7]2[C:16](=[O:17])[C:15]([C:18]3[NH:23][C:22]4[CH:24]=[CH:25][C:26]([NH:41][S:38]([C:35]5[CH:45]=[CH:44][CH:56]=[CH:36][CH:37]=5)(=[O:40])=[O:39])=[CH:27][C:21]=4[S:20](=[O:30])(=[O:29])[N:19]=3)=[C:14]([OH:31])[C@H:13]3[C@@H:8]2[C@H:9]2[CH2:32][C@@H:12]3[CH2:11][CH2:10]2)=[CH:4][CH:3]=1. The yield is 0.920. (4) The reactants are CC1(C)C2C(=C(P(C3C=CC=CC=3)C3C=CC=CC=3)C=CC=2)OC2C(P(C3C=CC=CC=3)C3C=CC=CC=3)=CC=CC1=2.CC(C)([O-])C.[Na+].Br[C:50]1[CH:51]=[N:52][C:53]2[C:58]([CH:59]=1)=[N:57][CH:56]=[CH:55][C:54]=2[Cl:60].[NH:61]1[CH2:66][CH2:65][O:64][CH2:63][CH2:62]1. The catalyst is ClCCl.C1C=CC(/C=C/C(/C=C/C2C=CC=CC=2)=O)=CC=1.C1C=CC(/C=C/C(/C=C/C2C=CC=CC=2)=O)=CC=1.C1C=CC(/C=C/C(/C=C/C2C=CC=CC=2)=O)=CC=1.[Pd].[Pd].CO.C(Cl)Cl.C1(C)C=CC=CC=1. The product is [Cl:60][C:54]1[CH:55]=[CH:56][N:57]=[C:58]2[C:53]=1[N:52]=[CH:51][C:50]([N:61]1[CH2:66][CH2:65][O:64][CH2:63][CH2:62]1)=[CH:59]2. The yield is 0.320.